This data is from Peptide-MHC class I binding affinity with 185,985 pairs from IEDB/IMGT. The task is: Regression. Given a peptide amino acid sequence and an MHC pseudo amino acid sequence, predict their binding affinity value. This is MHC class I binding data. (1) The peptide sequence is WMACHSAAF. The MHC is HLA-B15:02 with pseudo-sequence HLA-B15:02. The binding affinity (normalized) is 0.851. (2) The peptide sequence is FPRGQGVPI. The MHC is Mamu-A2201 with pseudo-sequence Mamu-A2201. The binding affinity (normalized) is 0.335. (3) The peptide sequence is LTFGWCFKL. The MHC is HLA-B58:01 with pseudo-sequence HLA-B58:01. The binding affinity (normalized) is 0.362. (4) The peptide sequence is GLYSSTVPV. The MHC is Mamu-A02 with pseudo-sequence Mamu-A02. The binding affinity (normalized) is 0. (5) The binding affinity (normalized) is 0.787. The MHC is HLA-A02:16 with pseudo-sequence HLA-A02:16. The peptide sequence is LLLRPFWPA. (6) The peptide sequence is YPQLSAIAL. The MHC is HLA-B48:01 with pseudo-sequence HLA-B48:01. The binding affinity (normalized) is 0.269.